Dataset: Full USPTO retrosynthesis dataset with 1.9M reactions from patents (1976-2016). Task: Predict the reactants needed to synthesize the given product. (1) Given the product [C:18]([C:20]1[CH:21]=[C:22]([NH:23][C:8](=[O:9])[O:10][CH2:11][C:12]2[CH:17]=[CH:16][CH:15]=[CH:14][CH:13]=2)[CH:24]=[CH:25][CH:26]=1)#[CH:19], predict the reactants needed to synthesize it. The reactants are: C([O-])([O-])=O.[Na+].[Na+].Cl[C:8]([O:10][CH2:11][C:12]1[CH:17]=[CH:16][CH:15]=[CH:14][CH:13]=1)=[O:9].[C:18]([C:20]1[CH:21]=[C:22]([CH:24]=[CH:25][CH:26]=1)[NH2:23])#[CH:19]. (2) Given the product [NH2:15][C:12]1[CH:11]=[CH:10][C:9]([NH:8][C:1](=[O:3])[C:25]2[CH:29]=[CH:30][C:31]([C:33]([F:36])([F:35])[F:34])=[CH:32][C:24]=2[F:23])=[CH:14][CH:13]=1, predict the reactants needed to synthesize it. The reactants are: [C:1]([NH:8][C:9]1[CH:14]=[CH:13][C:12]([NH2:15])=[CH:11][CH:10]=1)([O:3]C(C)(C)C)=O.C(N(CC)CC)C.[F:23][C:24]1[CH:32]=[C:31]([C:33]([F:36])([F:35])[F:34])[CH:30]=[CH:29][C:25]=1C(Cl)=O. (3) Given the product [CH3:14][S:1][C:2]1[CH2:3][CH2:4][C@@H:5]([C:7]([O:9][C:10]([CH3:13])([CH3:12])[CH3:11])=[O:8])[N:6]=1, predict the reactants needed to synthesize it. The reactants are: [S:1]=[C:2]1[NH:6][C@H:5]([C:7]([O:9][C:10]([CH3:13])([CH3:12])[CH3:11])=[O:8])[CH2:4][CH2:3]1.[CH3:14]I. (4) Given the product [CH:21]1([CH:14]([C:15]2[CH:20]=[CH:19][CH:18]=[CH:17][CH:16]=2)[CH2:13][NH:12][C:10]2[C:9]3[C:4](=[CH:5][CH:6]=[CH:7][CH:8]=3)[N:3]=[C:2]([C:35]3[CH:34]=[CH:33][C:32]([NH:31][S:28]([CH3:27])(=[O:29])=[O:30])=[CH:37][CH:36]=3)[N:11]=2)[CH2:26][CH2:25][CH2:24][CH2:23][CH2:22]1, predict the reactants needed to synthesize it. The reactants are: Cl[C:2]1[N:11]=[C:10]([NH:12][CH2:13][CH:14]([CH:21]2[CH2:26][CH2:25][CH2:24][CH2:23][CH2:22]2)[C:15]2[CH:20]=[CH:19][CH:18]=[CH:17][CH:16]=2)[C:9]2[C:4](=[CH:5][CH:6]=[CH:7][CH:8]=2)[N:3]=1.[CH3:27][S:28]([NH:31][C:32]1[CH:37]=[CH:36][C:35](B(O)O)=[CH:34][CH:33]=1)(=[O:30])=[O:29].C1(C(C2C=CC=CN=2)CNC2C3C(=CC=CC=3)N=C(C3C=CC(NS(C)(=O)=O)=CC=3)N=2)C=CC=CC=1. (5) Given the product [OH:13][N:12]=[C:2]([C:3]1[O:14][CH:6]=[CH:5][CH:4]=1)[NH2:1], predict the reactants needed to synthesize it. The reactants are: [NH2:1][C:2](=[N:12][OH:13])[C:3]1C=C[C:6](C(N)=O)=[CH:5][CH:4]=1.[OH:14]CC1C=C(C=CC=1)C#N. (6) Given the product [CH3:1][C:28]1([CH3:33])[CH2:27][C:26](=[O:25])[CH2:31][C:30](=[O:32])[CH2:29]1, predict the reactants needed to synthesize it. The reactants are: [C:1]12(C(O)=O)CC3CC(CC(C3)C1)C2.C(NCCN)(OC(C)(C)C)=O.[O:25]=[C:26]1[CH2:31][C:30](=[O:32])[CH2:29][CH:28]([C:33](O)=O)[CH2:27]1.